This data is from Reaction yield outcomes from USPTO patents with 853,638 reactions. The task is: Predict the reaction yield, written as a fraction of the theoretical maximum amount of product (1.0 means a 100% yield; for example, 0.34 means a 34% yield). (1) The reactants are [CH2:1]([C:5]1[CH:6]=[C:7]([CH:9]=[CH:10][CH:11]=1)[NH2:8])[CH:2]([CH3:4])[CH3:3].[F:12][C:13]([F:22])([F:21])[C:14](I)([F:19])[C:15]([F:18])([F:17])[F:16].C(=O)([O-])O.[Na+].S(S([O-])=O)([O-])=O.[Na+].[Na+]. The catalyst is S([O-])(O)(=O)=O.C([N+](CCCC)(CCCC)CCCC)CCC.CCCCCC.COC(C)(C)C.O. The product is [CH2:1]([C:5]1[CH:6]=[C:7]([CH:9]=[CH:10][C:11]=1[C:14]([F:19])([C:15]([F:18])([F:17])[F:16])[C:13]([F:22])([F:21])[F:12])[NH2:8])[CH:2]([CH3:4])[CH3:3]. The yield is 0.470. (2) The reactants are [F:1][C:2]1[CH:7]=[CH:6][CH:5]=[C:4]([F:8])[C:3]=1[N:9]1[C:14]2[N:15]=[C:16](S(C)=O)[N:17]=[C:18]([C:19]3[CH:20]=[C:21]([CH:28]=[CH:29][C:30]=3[CH3:31])[C:22]([NH:24][CH:25]([CH3:27])[CH3:26])=[O:23])[C:13]=2[CH2:12][NH:11][C:10]1=[O:35].Cl.Cl.[NH:38]1[CH:42]=[CH:41][N:40]=[C:39]1[CH2:43][NH2:44].C(N(CC)C(C)C)(C)C. The catalyst is C1COCC1. The product is [F:1][C:2]1[CH:7]=[CH:6][CH:5]=[C:4]([F:8])[C:3]=1[N:9]1[C:14]2[N:15]=[C:16]([NH:44][CH2:43][C:39]3[NH:38][CH:42]=[CH:41][N:40]=3)[N:17]=[C:18]([C:19]3[CH:20]=[C:21]([CH:28]=[CH:29][C:30]=3[CH3:31])[C:22]([NH:24][CH:25]([CH3:27])[CH3:26])=[O:23])[C:13]=2[CH2:12][NH:11][C:10]1=[O:35]. The yield is 0.330.